Dataset: Full USPTO retrosynthesis dataset with 1.9M reactions from patents (1976-2016). Task: Predict the reactants needed to synthesize the given product. (1) Given the product [C:20]([CH2:19][C@@H:8]1[C:6]2[N:7]=[C:2]([C:8]3[CH:19]=[CH:20][C:36]([NH:38][C:31]([NH:3][CH2:4][CH3:5])=[O:34])=[CH:37][CH:6]=3)[N:3]=[C:4]([N:22]3[CH2:27][CH2:26][O:25][CH2:24][CH2:23]3)[C:5]=2[CH2:11][CH2:10][N:9]1[C:12]([O:14][C:15]([CH3:18])([CH3:17])[CH3:16])=[O:13])#[N:21], predict the reactants needed to synthesize it. The reactants are: Cl[C:2]1[N:3]=[C:4]([N:22]2[CH2:27][CH2:26][O:25][CH2:24][CH2:23]2)[C:5]2[CH2:11][CH2:10][N:9]([C:12]([O:14][C:15]([CH3:18])([CH3:17])[CH3:16])=[O:13])[CH:8]([CH2:19][C:20]#[N:21])[C:6]=2[N:7]=1.B(O)O.[C:31]([O-:34])(=O)C.[K+].[C:36](#[N:38])[CH3:37]. (2) Given the product [CH3:13][O:12][C:10]1[CH:11]=[C:6]([S:5][CH2:27][CH2:28][CH2:29][C:30]([O:32][CH2:33][CH3:34])=[O:31])[CH:7]=[C:8]([O:16][CH3:17])[C:9]=1[O:14][CH3:15], predict the reactants needed to synthesize it. The reactants are: C([Si](C(C)C)(C(C)C)[S:5][C:6]1[CH:11]=[C:10]([O:12][CH3:13])[C:9]([O:14][CH3:15])=[C:8]([O:16][CH3:17])[CH:7]=1)(C)C.[F-].[Cs+].Br[CH2:27][CH2:28][CH2:29][C:30]([O:32][CH2:33][CH3:34])=[O:31]. (3) Given the product [CH:31]([N:33]1[CH2:38][CH2:37][N:36]([C:39]2[CH:46]=[CH:45][C:42](/[CH:43]=[CH:11]/[C:4]3[C:5]4[C:10](=[CH:9][CH:8]=[CH:7][CH:6]=4)[NH:2][N:3]=3)=[CH:41][CH:40]=2)[CH2:35][CH2:34]1)=[O:32], predict the reactants needed to synthesize it. The reactants are: [I-].[NH:2]1[C:10]2[C:5](=[CH:6][CH:7]=[CH:8][CH:9]=2)[C:4]([CH2:11][P+](C2C=CC=CC=2)(C2C=CC=CC=2)C2C=CC=CC=2)=[N:3]1.[CH:31]([N:33]1[CH2:38][CH2:37][N:36]([C:39]2[CH:46]=[CH:45][C:42]([CH:43]=O)=[CH:41][CH:40]=2)[CH2:35][CH2:34]1)=[O:32].C(=O)([O-])[O-].[K+].[K+].